This data is from Reaction yield outcomes from USPTO patents with 853,638 reactions. The task is: Predict the reaction yield, written as a fraction of the theoretical maximum amount of product (1.0 means a 100% yield; for example, 0.34 means a 34% yield). (1) The reactants are Br[C:2]1[CH:3]=[C:4]([CH:7]=[O:8])[S:5][CH:6]=1.[OH:9][CH2:10][C:11]1[CH:16]=[CH:15][C:14](B(O)O)=[CH:13][CH:12]=1.C(=O)([O-])O.[Na+].O. The catalyst is O1CCCC1.Cl[Pd](Cl)([P](C1C=CC=CC=1)(C1C=CC=CC=1)C1C=CC=CC=1)[P](C1C=CC=CC=1)(C1C=CC=CC=1)C1C=CC=CC=1.CCCCCC.C1(C)C=CC=CC=1.C(OCC)(=O)C. The product is [OH:9][CH2:10][C:11]1[CH:16]=[CH:15][C:14]([C:2]2[CH:3]=[C:4]([CH:7]=[O:8])[S:5][CH:6]=2)=[CH:13][CH:12]=1. The yield is 0.830. (2) The reactants are [ClH:1].[O:2]1[C:6]2=[CH:7][CH:8]=[CH:9][C:10](N)=[C:5]2[CH2:4][CH2:3]1.N([O-])=O.[Na+].[S:16](=[O:18])=[O:17]. The catalyst is C(#N)C.O.O.O.[Cu](Cl)Cl.C(O)(=O)C. The product is [O:2]1[C:6]2=[CH:7][CH:8]=[CH:9][C:10]([S:16]([Cl:1])(=[O:18])=[O:17])=[C:5]2[CH2:4][CH2:3]1. The yield is 0.400. (3) The reactants are C(OC(=O)[NH:7][CH:8]1[CH2:13][CH2:12][CH:11]([NH:14][C:15]([C:17]2[C:25]3[N:24]=[C:23]([C:26]4[S:27][CH:28]=[CH:29][CH:30]=4)[NH:22][C:21]=3[C:20]([O:31]C)=[CH:19][CH:18]=2)=[O:16])[CH2:10][CH2:9]1)(C)(C)C.B(Br)(Br)Br. No catalyst specified. The product is [NH2:7][CH:8]1[CH2:13][CH2:12][CH:11]([NH:14][C:15]([C:17]2[C:25]3[N:24]=[C:23]([C:26]4[S:27][CH:28]=[CH:29][CH:30]=4)[NH:22][C:21]=3[C:20]([OH:31])=[CH:19][CH:18]=2)=[O:16])[CH2:10][CH2:9]1. The yield is 0.100. (4) The reactants are [CH3:1][O:2][C:3]1[CH:4]=[C:5]2[C:9](=[CH:10][CH:11]=1)[NH:8][C:7]([C:12](O)=O)=[CH:6]2.[C:15]12([NH2:25])[CH2:24][CH:19]3[CH2:20][CH:21]([CH2:23][CH:17]([CH2:18]3)[CH2:16]1)[CH2:22]2. No catalyst specified. The product is [C:15]12([NH:25][CH2:12][C:7]3[NH:8][C:9]4[C:5]([CH:6]=3)=[CH:4][C:3]([O:2][CH3:1])=[CH:11][CH:10]=4)[CH2:22][CH:21]3[CH2:20][CH:19]([CH2:18][CH:17]([CH2:23]3)[CH2:16]1)[CH2:24]2. The yield is 0.760. (5) The reactants are Br[C:2]1[N:6]2[C:7]3[C:12]([N:13]=[C:14]([CH3:15])[C:5]2=[C:4]([CH3:17])[N:3]=1)=[CH:11][CH:10]=[C:9]([F:16])[CH:8]=3.[CH3:18][O:19][C:20]1[CH:21]=[C:22](B(O)O)[CH:23]=[CH:24][CH:25]=1.C([O-])([O-])=O.[K+].[K+]. The product is [F:16][C:9]1[CH:8]=[C:7]2[C:12]([N:13]=[C:14]([CH3:15])[C:5]3[N:6]2[C:2]([C:24]2[CH:23]=[CH:22][CH:21]=[C:20]([O:19][CH3:18])[CH:25]=2)=[N:3][C:4]=3[CH3:17])=[CH:11][CH:10]=1. The catalyst is C1C=CC([P]([Pd]([P](C2C=CC=CC=2)(C2C=CC=CC=2)C2C=CC=CC=2)([P](C2C=CC=CC=2)(C2C=CC=CC=2)C2C=CC=CC=2)[P](C2C=CC=CC=2)(C2C=CC=CC=2)C2C=CC=CC=2)(C2C=CC=CC=2)C2C=CC=CC=2)=CC=1. The yield is 0.500.